This data is from Forward reaction prediction with 1.9M reactions from USPTO patents (1976-2016). The task is: Predict the product of the given reaction. (1) Given the reactants [C:1]([O:4][C:5]([CH3:8])([CH3:7])[CH3:6])(=[O:3])[CH3:2].C(N[CH:13]([CH3:15])[CH3:14])(C)C.[Li].C1C[O:20][CH2:19][CH2:18]1, predict the reaction product. The product is: [C:5]([O:4][C:1](=[O:3])[CH2:2][CH:19]([OH:20])[CH2:18][CH:13]1[CH2:15][CH2:14]1)([CH3:8])([CH3:7])[CH3:6]. (2) Given the reactants C([O:8][C:9]1[CH:14]=[CH:13][C:12]([C:15]2[N:19]([C:20]3[CH:25]=[CH:24][C:23]([Cl:26])=[CH:22][C:21]=3[Cl:27])[N:18]=[C:17]([C:28]([O:30][CH2:31][CH3:32])=[O:29])[C:16]=2[CH3:33])=[CH:11][CH:10]=1)C1C=CC=CC=1, predict the reaction product. The product is: [Cl:27][C:21]1[CH:22]=[C:23]([Cl:26])[CH:24]=[CH:25][C:20]=1[N:19]1[C:15]([C:12]2[CH:13]=[CH:14][C:9]([OH:8])=[CH:10][CH:11]=2)=[C:16]([CH3:33])[C:17]([C:28]([O:30][CH2:31][CH3:32])=[O:29])=[N:18]1.